Dataset: Catalyst prediction with 721,799 reactions and 888 catalyst types from USPTO. Task: Predict which catalyst facilitates the given reaction. (1) Reactant: [CH2:1]([C:4]1[CH2:9][CH2:8][CH2:7][C:6]([CH3:11])([CH3:10])[C:5]=1[CH2:12][C:13]([O:15]CC1C=CC=CC=1)=[O:14])[CH:2]=[CH2:3].[OH-].[Na+]. Product: [CH2:1]([C:4]1[CH2:9][CH2:8][CH2:7][C:6]([CH3:11])([CH3:10])[C:5]=1[CH2:12][C:13]([OH:15])=[O:14])[CH:2]=[CH2:3]. The catalyst class is: 38. (2) Reactant: Br[C:2]1[CH:7]=[CH:6][C:5]([CH2:8][CH:9]([CH:11]2[CH2:16][CH2:15][N:14]([C:17]([O:19][C:20]([CH3:23])([CH3:22])[CH3:21])=[O:18])[CH2:13][CH2:12]2)[OH:10])=[CH:4][CH:3]=1.[C:24]([O-:27])(=O)[CH3:25].[NH4+:28].CC1(C)C2C(=C(P(C3C=CC=CC=3)C3C=CC=CC=3)C=CC=2)OC2C(P(C3C=CC=CC=3)C3C=CC=CC=3)=CC=CC1=2.C(=O)([O-])[O-].[Cs+].[Cs+]. Product: [C:24]([NH:28][C:2]1[CH:7]=[CH:6][C:5]([CH2:8][C:9]([CH:11]2[CH2:16][CH2:15][N:14]([C:17]([O:19][C:20]([CH3:23])([CH3:22])[CH3:21])=[O:18])[CH2:13][CH2:12]2)=[O:10])=[CH:4][CH:3]=1)(=[O:27])[CH3:25]. The catalyst class is: 584.